From a dataset of Full USPTO retrosynthesis dataset with 1.9M reactions from patents (1976-2016). Predict the reactants needed to synthesize the given product. (1) Given the product [Br:12][C:13]1[CH:14]=[C:15]([S:19]([NH:7][CH2:8][CH2:9][CH2:10][OH:11])(=[O:21])=[O:20])[CH:16]=[CH:17][CH:18]=1, predict the reactants needed to synthesize it. The reactants are: N1C=CC=CC=1.[NH2:7][CH2:8][CH2:9][CH2:10][OH:11].[Br:12][C:13]1[CH:14]=[C:15]([S:19](Cl)(=[O:21])=[O:20])[CH:16]=[CH:17][CH:18]=1. (2) Given the product [CH3:19][C:16]([CH3:18])([S@@:14]([NH:13][C@@H:8]([C:9]([F:11])([F:12])[F:10])[C@H:2]([NH:1][C:30](=[O:31])[C:29]1[CH:33]=[CH:34][C:26]([C:25]#[C:24][C:23]#[C:22][C@@H:21]([OH:20])[CH3:35])=[CH:27][CH:28]=1)[C:3]([O:5][CH2:6][CH3:7])=[O:4])=[O:15])[CH3:17], predict the reactants needed to synthesize it. The reactants are: [NH2:1][C@@H:2]([C@@H:8]([NH:13][S@:14]([C:16]([CH3:19])([CH3:18])[CH3:17])=[O:15])[C:9]([F:12])([F:11])[F:10])[C:3]([O:5][CH2:6][CH3:7])=[O:4].[OH:20][C@@H:21]([CH3:35])[C:22]#[C:23][C:24]#[C:25][C:26]1[CH:34]=[CH:33][C:29]([C:30](O)=[O:31])=[CH:28][CH:27]=1.CCN(C(C)C)C(C)C.CN(C(ON1N=NC2C=CC=NC1=2)=[N+](C)C)C.F[P-](F)(F)(F)(F)F. (3) Given the product [O:78]1[C:82]2[CH:83]=[CH:84][CH:85]=[CH:86][C:81]=2[C:80]([CH2:87][C:88]([NH:39][C@H:40]([C:50]2[C:55]([C:56]3[CH:57]=[CH:58][C:59]([Cl:71])=[C:60]4[C:64]=3[N:63]([CH3:65])[N:62]=[C:61]4[NH:66][S:67]([CH3:70])(=[O:68])=[O:69])=[CH:54][CH:53]=[C:52]([C:72]#[C:73][C:74]([OH:77])([CH3:75])[CH3:76])[N:51]=2)[CH2:41][C:42]2[CH:47]=[C:46]([F:48])[CH:45]=[C:44]([F:49])[CH:43]=2)=[O:89])=[N:79]1, predict the reactants needed to synthesize it. The reactants are: BrC1C([C@@H](NC(=O)CN2C3C(F)(F)CCC(F)(F)C=3C(C(F)F)=N2)CC2C=C(F)C=C(F)C=2)=NC=C(Br)C=1.[NH2:39][C@H:40]([C:50]1[C:55]([C:56]2[CH:57]=[CH:58][C:59]([Cl:71])=[C:60]3[C:64]=2[N:63]([CH3:65])[N:62]=[C:61]3[NH:66][S:67]([CH3:70])(=[O:69])=[O:68])=[CH:54][CH:53]=[C:52]([C:72]#[C:73][C:74]([OH:77])([CH3:76])[CH3:75])[N:51]=1)[CH2:41][C:42]1[CH:47]=[C:46]([F:48])[CH:45]=[C:44]([F:49])[CH:43]=1.[O:78]1[C:82]2[CH:83]=[CH:84][CH:85]=[CH:86][C:81]=2[C:80]([CH2:87][C:88](O)=[O:89])=[N:79]1. (4) The reactants are: [CH2:1]([S:8][C:9]1[NH:10][C:11]([C@@H:14]([C:16]2[CH:21]=[CH:20][CH:19]=[CH:18][CH:17]=2)[OH:15])=[N:12][N:13]=1)[C:2]1[CH:7]=[CH:6][CH:5]=[CH:4][CH:3]=1. Given the product [CH2:1]([S:8][C:9]1[NH:10][C:11]([C:14]([C:16]2[CH:21]=[CH:20][CH:19]=[CH:18][CH:17]=2)=[O:15])=[N:12][N:13]=1)[C:2]1[CH:3]=[CH:4][CH:5]=[CH:6][CH:7]=1, predict the reactants needed to synthesize it. (5) Given the product [C:5]([C:7]([CH3:49])([CH3:48])[CH2:8][O:9][C:10]([N:12]1[C:25]2[C:17](=[CH:18][C:19]3[CH2:20][CH2:21][CH2:22][C:23]=3[CH:24]=2)[C@@H:16]([N:26]([CH2:33][C:34]2[CH:35]=[C:36]([C:44]([F:47])([F:45])[F:46])[CH:37]=[C:38]([C:40]([F:42])([F:43])[F:41])[CH:39]=2)[C:27]2[N:28]=[N:29][N:30]([CH3:32])[N:31]=2)[CH2:15][CH2:14][CH2:13]1)=[O:11])([OH:6])=[O:4], predict the reactants needed to synthesize it. The reactants are: [OH-].[Na+].C[O:4][C:5]([C:7]([CH3:49])([CH3:48])[CH2:8][O:9][C:10]([N:12]1[C:25]2[C:17](=[CH:18][C:19]3[CH2:20][CH2:21][CH2:22][C:23]=3[CH:24]=2)[C@@H:16]([N:26]([CH2:33][C:34]2[CH:39]=[C:38]([C:40]([F:43])([F:42])[F:41])[CH:37]=[C:36]([C:44]([F:47])([F:46])[F:45])[CH:35]=2)[C:27]2[N:28]=[N:29][N:30]([CH3:32])[N:31]=2)[CH2:15][CH2:14][CH2:13]1)=[O:11])=[O:6].Cl.C(OCC)(=O)C.